Task: Regression. Given two drug SMILES strings and cell line genomic features, predict the synergy score measuring deviation from expected non-interaction effect.. Dataset: NCI-60 drug combinations with 297,098 pairs across 59 cell lines (1) Drug 1: C1=NC2=C(N1)C(=S)N=C(N2)N. Drug 2: C1=NC(=NC(=O)N1C2C(C(C(O2)CO)O)O)N. Cell line: CCRF-CEM. Synergy scores: CSS=50.6, Synergy_ZIP=-0.726, Synergy_Bliss=-0.661, Synergy_Loewe=-5.10, Synergy_HSA=-0.148. (2) Drug 1: CCC(=C(C1=CC=CC=C1)C2=CC=C(C=C2)OCCN(C)C)C3=CC=CC=C3.C(C(=O)O)C(CC(=O)O)(C(=O)O)O. Drug 2: C1=NC(=NC(=O)N1C2C(C(C(O2)CO)O)O)N. Cell line: SK-MEL-5. Synergy scores: CSS=1.34, Synergy_ZIP=-5.62, Synergy_Bliss=-4.10, Synergy_Loewe=-8.69, Synergy_HSA=-4.63.